From a dataset of Full USPTO retrosynthesis dataset with 1.9M reactions from patents (1976-2016). Predict the reactants needed to synthesize the given product. (1) Given the product [CH2:14]([O:13][C:11]([N:8]1[CH2:7][CH2:6][C:5]2[CH:21]=[CH:22][C:2]([NH:1][S:35]([C:32]3[CH:33]=[CH:34][C:29]([CH3:39])=[CH:30][CH:31]=3)(=[O:37])=[O:36])=[CH:3][C:4]=2[CH2:10][CH2:9]1)=[O:12])[C:15]1[CH:16]=[CH:17][CH:18]=[CH:19][CH:20]=1, predict the reactants needed to synthesize it. The reactants are: [NH2:1][C:2]1[CH:22]=[CH:21][C:5]2[CH2:6][CH2:7][N:8]([C:11]([O:13][CH2:14][C:15]3[CH:20]=[CH:19][CH:18]=[CH:17][CH:16]=3)=[O:12])[CH2:9][CH2:10][C:4]=2[CH:3]=1.N1C=CC=CC=1.[C:29]1([CH3:39])[CH:34]=[CH:33][C:32]([S:35](Cl)(=[O:37])=[O:36])=[CH:31][CH:30]=1.C([O-])(O)=O.[Na+]. (2) Given the product [C:1]1([N:11]2[CH2:16][CH2:15][N:14]([CH2:17][CH2:18][CH2:19][CH2:20][CH2:21][C:22]3[N:31]=[C:30]4[C:25]([CH2:26][CH2:27][C:28](=[O:32])[NH:29]4)=[CH:24][CH:23]=3)[CH2:13][CH2:12]2)[C:10]2[CH2:9][CH2:8][CH2:7][CH2:6][C:5]=2[CH:4]=[CH:3][CH:2]=1, predict the reactants needed to synthesize it. The reactants are: [C:1]1([N:11]2[CH2:16][CH2:15][N:14]([CH2:17][CH2:18][CH2:19][CH:20]=[CH:21][C:22]3[N:31]=[C:30]4[C:25]([CH2:26][CH2:27][C:28](=[O:32])[NH:29]4)=[CH:24][CH:23]=3)[CH2:13][CH2:12]2)[C:10]2[CH2:9][CH2:8][CH2:7][CH2:6][C:5]=2[CH:4]=[CH:3][CH:2]=1.Cl. (3) The reactants are: [CH:1]1([C:7]2[CH:8]=[CH:9][C:10]([O:17][CH3:18])=[C:11]([NH:13][C:14]([NH2:16])=[S:15])[CH:12]=2)[CH2:6][CH2:5][CH2:4][CH2:3][CH2:2]1.BrBr. Given the product [CH:1]1([C:7]2[C:12]3[S:15][C:14]([NH2:16])=[N:13][C:11]=3[C:10]([O:17][CH3:18])=[CH:9][CH:8]=2)[CH2:2][CH2:3][CH2:4][CH2:5][CH2:6]1, predict the reactants needed to synthesize it. (4) Given the product [F:12][C:4]1[CH:3]=[C:2]([NH:1][C:14]([O:16][C:17]2[CH:22]=[CH:21][CH:20]=[CH:19][CH:18]=2)=[O:15])[CH:11]=[CH:10][C:5]=1[C:6]([O:8][CH3:9])=[O:7], predict the reactants needed to synthesize it. The reactants are: [NH2:1][C:2]1[CH:11]=[CH:10][C:5]([C:6]([O:8][CH3:9])=[O:7])=[C:4]([F:12])[CH:3]=1.Cl[C:14]([O:16][C:17]1[CH:22]=[CH:21][CH:20]=[CH:19][CH:18]=1)=[O:15].N1C=CC=CC=1. (5) Given the product [C:36]([O:40][C:41](=[O:46])[NH:42][CH2:43][CH2:44][NH:45][C:14](=[O:15])[CH2:13][CH2:12][O:11][C:10]1[CH:17]=[CH:18][CH:19]=[CH:20][C:9]=1[N:8]([C:6](=[O:7])[C:5]1[CH:22]=[CH:23][C:2]([Cl:1])=[C:3]([C:24]2[CH:25]=[N:26][C:27]([C:32]([F:34])([F:35])[F:33])=[CH:28][C:29]=2[C:30]#[N:31])[CH:4]=1)[CH3:21])([CH3:39])([CH3:37])[CH3:38], predict the reactants needed to synthesize it. The reactants are: [Cl:1][C:2]1[CH:23]=[CH:22][C:5]([C:6]([N:8]([CH3:21])[C:9]2[CH:20]=[CH:19][CH:18]=[CH:17][C:10]=2[O:11][CH2:12][CH2:13][C:14](O)=[O:15])=[O:7])=[CH:4][C:3]=1[C:24]1[CH:25]=[N:26][C:27]([C:32]([F:35])([F:34])[F:33])=[CH:28][C:29]=1[C:30]#[N:31].[C:36]([O:40][C:41](=[O:46])[NH:42][CH2:43][CH2:44][NH2:45])([CH3:39])([CH3:38])[CH3:37].CCN=C=NCCCN(C)C.Cl.C1C=CC2N(O)N=NC=2C=1.CCN(C(C)C)C(C)C. (6) Given the product [CH3:32][N:33]1[CH2:38][CH2:37][N:36]([CH2:2][CH2:3][N:4]2[C:8]3[CH2:9][CH2:10][C:11]4[C:12]5[C:17]([S:18][C:19]=4[C:7]=3[CH:6]=[N:5]2)=[N:16][CH:15]=[N:14][C:13]=5[O:20][CH2:21][CH2:22][C:23]2[CH:28]=[CH:27][C:26]([N+:29]([O-:31])=[O:30])=[CH:25][CH:24]=2)[CH2:35][CH2:34]1, predict the reactants needed to synthesize it. The reactants are: Br[CH2:2][CH2:3][N:4]1[C:8]2[CH2:9][CH2:10][C:11]3[C:12]4[C:17]([S:18][C:19]=3[C:7]=2[CH:6]=[N:5]1)=[N:16][CH:15]=[N:14][C:13]=4[O:20][CH2:21][CH2:22][C:23]1[CH:28]=[CH:27][C:26]([N+:29]([O-:31])=[O:30])=[CH:25][CH:24]=1.[CH3:32][N:33]1[CH2:38][CH2:37][NH:36][CH2:35][CH2:34]1. (7) Given the product [OH:2][C:3]1[CH:12]=[C:11]2[C:6]([CH:7]=[C:8]([C:13]([O:15][CH2:16][CH3:17])=[O:14])[CH:9]=[N:10]2)=[CH:5][CH:4]=1, predict the reactants needed to synthesize it. The reactants are: C[O:2][C:3]1[CH:12]=[C:11]2[C:6]([CH:7]=[C:8]([C:13]([O:15][CH2:16][CH3:17])=[O:14])[CH:9]=[N:10]2)=[CH:5][CH:4]=1.ClC1C2C(=CC(OC)=CC=2)N=CC=1C(OCC)=O. (8) Given the product [F:12][C:4]1[C:5]([O:10][CH3:11])=[CH:6][C:7]([O:8][CH3:9])=[C:2]([F:1])[C:3]=1[N:13]1[CH2:18][C:17]2[CH:19]=[N:20][C:21]([C:23]3[CH:24]=[CH:25][C:26]([C:29]([NH2:30])=[O:34])=[N:27][CH:28]=3)=[CH:22][C:16]=2[N:15]([CH2:31][CH3:32])[C:14]1=[O:33], predict the reactants needed to synthesize it. The reactants are: [F:1][C:2]1[C:7]([O:8][CH3:9])=[CH:6][C:5]([O:10][CH3:11])=[C:4]([F:12])[C:3]=1[N:13]1[CH2:18][C:17]2[CH:19]=[N:20][C:21]([C:23]3[CH:24]=[CH:25][C:26]([C:29]#[N:30])=[N:27][CH:28]=3)=[CH:22][C:16]=2[N:15]([CH2:31][CH3:32])[C:14]1=[O:33].[OH-:34].[Na+].